Dataset: Full USPTO retrosynthesis dataset with 1.9M reactions from patents (1976-2016). Task: Predict the reactants needed to synthesize the given product. (1) Given the product [Br:16][C:13]1[CH:14]=[CH:15][C:7]2[C:21]3([O:11][C:9](=[O:10])[C:8]=2[CH:12]=1)[CH2:22][CH2:23][N:18]([CH3:17])[CH2:19][CH2:20]3, predict the reactants needed to synthesize it. The reactants are: C([Li])CCC.Br[C:7]1[CH:15]=[CH:14][C:13]([Br:16])=[CH:12][C:8]=1[C:9]([OH:11])=[O:10].[CH3:17][N:18]1[CH2:23][CH2:22][CH2:21][CH2:20][C:19]1=O.O. (2) Given the product [CH3:35][O:34][C:21]1[N:20]=[C:19]([C:16]2[CH:17]=[CH:18][C:13]([N:12]([CH3:11])[CH3:36])=[CH:14][CH:15]=2)[C:24]([N:25]2[CH2:31][CH2:30][CH:29]([C:2]3[CH:7]=[CH:6][C:5]([O:8][CH3:9])=[CH:4][CH:3]=3)[N:28]([CH3:33])[CH2:27][CH2:26]2)=[CH:23][CH:22]=1, predict the reactants needed to synthesize it. The reactants are: Br[C:2]1[CH:7]=[CH:6][C:5]([O:8][CH3:9])=[CH:4][CH:3]=1.[Mg].[CH3:11][N:12]([CH3:36])[C:13]1[CH:18]=[CH:17][C:16]([C:19]2[C:24]([N:25]3[CH2:31][CH2:30][C:29](=O)[N:28]([CH3:33])[CH2:27][CH2:26]3)=[CH:23][CH:22]=[C:21]([O:34][CH3:35])[N:20]=2)=[CH:15][CH:14]=1.[B-]C#N.[Na+].[OH-].[Na+]. (3) Given the product [F:1][C:2]([F:26])([F:25])[CH2:3][NH:4][C:5]([C:7]1([CH2:20][CH2:21][CH2:22][CH2:23][N:33]2[CH2:32][CH2:31][N:30]([C:34]3[CH:43]=[CH:42][C:41]4[C:36](=[CH:37][CH:38]=[CH:39][CH:40]=4)[N:35]=3)[CH2:29][C@H:28]2[CH3:27])[C:19]2[CH:18]=[CH:17][CH:16]=[CH:15][C:14]=2[C:13]2[C:8]1=[CH:9][CH:10]=[CH:11][CH:12]=2)=[O:6], predict the reactants needed to synthesize it. The reactants are: [F:1][C:2]([F:26])([F:25])[CH2:3][NH:4][C:5]([C:7]1([CH2:20][CH2:21][CH2:22][CH2:23]Br)[C:19]2[CH:18]=[CH:17][CH:16]=[CH:15][C:14]=2[C:13]2[C:8]1=[CH:9][CH:10]=[CH:11][CH:12]=2)=[O:6].[CH3:27][C@H:28]1[NH:33][CH2:32][CH2:31][N:30]([C:34]2[CH:43]=[CH:42][C:41]3[C:36](=[CH:37][CH:38]=[CH:39][CH:40]=3)[N:35]=2)[CH2:29]1. (4) The reactants are: [C:1]([C:3]1[CH:4]=[C:5]2[C:9](=[CH:10][CH:11]=1)[NH:8][C:7](=[O:12])[C@@:6]2([NH:22][C:23]([N:25]1[CH2:44][C:27]2([CH2:30][N:29]([CH:31]3[CH2:36][CH2:35][N:34](C(OC(C)(C)C)=O)[CH2:33][CH2:32]3)[CH2:28]2)[CH2:26]1)=[O:24])[C:13]1[C:14]([O:19][CH2:20][CH3:21])=[N:15][CH:16]=[CH:17][CH:18]=1)#[N:2].[C:45]([OH:51])([C:47]([F:50])([F:49])[F:48])=[O:46]. Given the product [F:48][C:47]([F:50])([F:49])[C:45]([OH:51])=[O:46].[F:48][C:47]([F:50])([F:49])[C:45]([OH:51])=[O:46].[C:1]([C:3]1[CH:4]=[C:5]2[C:9](=[CH:10][CH:11]=1)[NH:8][C:7](=[O:12])[C@@:6]2([NH:22][C:23]([N:25]1[CH2:44][C:27]2([CH2:30][N:29]([CH:31]3[CH2:32][CH2:33][NH:34][CH2:35][CH2:36]3)[CH2:28]2)[CH2:26]1)=[O:24])[C:13]1[C:14]([O:19][CH2:20][CH3:21])=[N:15][CH:16]=[CH:17][CH:18]=1)#[N:2], predict the reactants needed to synthesize it. (5) Given the product [Br:20][C:21]([Br:25])=[CH:22][CH2:23][C:9]([CH2:8][C:7]1[CH:6]=[CH:5][C:4]([O:3][C:2]([F:16])([F:17])[F:1])=[CH:15][CH:14]=1)([C:12]#[N:13])[C:10]#[N:11], predict the reactants needed to synthesize it. The reactants are: [F:1][C:2]([F:17])([F:16])[O:3][C:4]1[CH:15]=[CH:14][C:7]([CH2:8][CH:9]([C:12]#[N:13])[C:10]#[N:11])=[CH:6][CH:5]=1.[H-].[Na+].[Br:20][C:21]([Br:25])=[CH:22][CH2:23]Br. (6) Given the product [CH2:1]([O:8][C:9]([N:11]1[CH2:16][CH2:15][CH:14]([NH:17][S:18]([C:21]2[CH:26]=[CH:25][C:24]([NH:27][C:37](=[O:40])[CH:38]=[CH2:39])=[CH:23][CH:22]=2)(=[O:20])=[O:19])[CH2:13][CH2:12]1)=[O:10])[C:2]1[CH:7]=[CH:6][CH:5]=[CH:4][CH:3]=1, predict the reactants needed to synthesize it. The reactants are: [CH2:1]([O:8][C:9]([N:11]1[CH2:16][CH2:15][CH:14]([NH:17][S:18]([C:21]2[CH:26]=[CH:25][C:24]([NH2:27])=[CH:23][CH:22]=2)(=[O:20])=[O:19])[CH2:13][CH2:12]1)=[O:10])[C:2]1[CH:7]=[CH:6][CH:5]=[CH:4][CH:3]=1.C(N(C(C)C)CC)(C)C.[C:37](Cl)(=[O:40])[CH:38]=[CH2:39].